From a dataset of Forward reaction prediction with 1.9M reactions from USPTO patents (1976-2016). Predict the product of the given reaction. (1) Given the reactants Br[C:2]1[C:6]([CH:7]=[O:8])=[CH:5][S:4][CH:3]=1.[CH2:9]([C:11]1[CH:16]=[CH:15][C:14](B(O)O)=[CH:13][CH:12]=1)[CH3:10].C([O-])([O-])=O.[Na+].[Na+], predict the reaction product. The product is: [CH2:9]([C:11]1[CH:16]=[CH:15][C:14]([C:2]2[C:6]([CH:7]=[O:8])=[CH:5][S:4][CH:3]=2)=[CH:13][CH:12]=1)[CH3:10]. (2) Given the reactants [CH3:1][C:2]1[CH:3]=[C:4]2[C:9](=[CH:10][N:11]=1)[C:8](=[O:12])[N:7]([CH3:13])[C:6]1[CH:14]=[C:15]([O:18][CH2:19][C@@H:20]([NH:25][C:26](=[O:32])[O:27][C:28]([CH3:31])([CH3:30])[CH3:29])[CH2:21][CH:22]([CH3:24])[CH3:23])[CH:16]=[CH:17][C:5]2=1.C1C(=O)N([Br:40])C(=O)C1, predict the reaction product. The product is: [Br:40][C:16]1[C:15]([O:18][CH2:19][C@@H:20]([NH:25][C:26](=[O:32])[O:27][C:28]([CH3:30])([CH3:29])[CH3:31])[CH2:21][CH:22]([CH3:24])[CH3:23])=[CH:14][C:6]2[N:7]([CH3:13])[C:8](=[O:12])[C:9]3[C:4]([C:5]=2[CH:17]=1)=[CH:3][C:2]([CH3:1])=[N:11][CH:10]=3. (3) Given the reactants [F:1][C:2]1[CH:17]=[C:16]([CH2:18][OH:19])[CH:15]=[CH:14][C:3]=1[O:4][C:5]1[CH:12]=[CH:11][C:8]([C:9]#[N:10])=[C:7]([CH3:13])[CH:6]=1.[H-].[Na+].Cl[C:23]1[CH:24]=[C:25]2[N:32]([CH3:33])[CH2:31][CH2:30][N:26]2[C:27](=[O:29])[N:28]=1, predict the reaction product. The product is: [F:1][C:2]1[CH:17]=[C:16]([CH2:18][O:19][C:23]2[CH:24]=[C:25]3[N:32]([CH3:33])[CH2:31][CH2:30][N:26]3[C:27](=[O:29])[N:28]=2)[CH:15]=[CH:14][C:3]=1[O:4][C:5]1[CH:12]=[CH:11][C:8]([C:9]#[N:10])=[C:7]([CH3:13])[CH:6]=1. (4) The product is: [Cl:1][C:2]1[CH:7]=[CH:6][C:5]([C@:8]2([O:17][C@H:16]([CH2:18][OH:19])[C@@H:14]([OH:15])[C@H:12]([OH:13])[C@H:10]2[OH:11])[OH:9])=[CH:4][C:3]=1[CH2:20][C:21]1[CH:22]=[CH:23][C:24]([C:27]#[C:28][C:30]2[CH:35]=[N:34][CH:33]=[CH:32][N:31]=2)=[CH:25][CH:26]=1. Given the reactants [Cl:1][C:2]1[CH:7]=[CH:6][C:5]([C@:8]2([O:17][C@H:16]([CH2:18][OH:19])[C@@H:14]([OH:15])[C@H:12]([OH:13])[C@H:10]2[OH:11])[OH:9])=[CH:4][C:3]=1[CH2:20][C:21]1[CH:26]=[CH:25][C:24]([C:27]#[CH:28])=[CH:23][CH:22]=1.I[C:30]1[CH:35]=[N:34][CH:33]=[CH:32][N:31]=1, predict the reaction product. (5) Given the reactants [CH2:1]([O:3][C:4]([CH2:6][CH:7]([CH2:11][CH:12]([CH3:14])[CH3:13])[C:8]([OH:10])=O)=[O:5])[CH3:2].[CH:15]1[CH:20]=[CH:19][C:18]([C:21]2[CH:26]=[CH:25][C:24]([CH2:27][CH2:28][NH2:29])=[CH:23][CH:22]=2)=[CH:17][CH:16]=1.C1C=CC2N(O)N=NC=2C=1.C(Cl)CCl.CN1CCOCC1, predict the reaction product. The product is: [CH3:13][CH:12]([CH3:14])[CH2:11][CH:7]([C:8](=[O:10])[NH:29][CH2:28][CH2:27][C:24]1[CH:25]=[CH:26][C:21]([C:18]2[CH:19]=[CH:20][CH:15]=[CH:16][CH:17]=2)=[CH:22][CH:23]=1)[CH2:6][C:4]([O:3][CH2:1][CH3:2])=[O:5]. (6) Given the reactants Br[CH2:2][C:3]1[C:4]([CH3:9])=[N:5][O:6][C:7]=1[CH3:8].[CH3:10][C:11]1[N:16]=[C:15]([SH:17])[N:14]=[C:13]([OH:18])[CH:12]=1.C(N(CC)CC)C, predict the reaction product. The product is: [CH3:9][C:4]1[C:3]([CH2:2][S:17][C:15]2[N:14]=[C:13]([OH:18])[CH:12]=[C:11]([CH3:10])[N:16]=2)=[C:7]([CH3:8])[O:6][N:5]=1.